From a dataset of NCI-60 drug combinations with 297,098 pairs across 59 cell lines. Regression. Given two drug SMILES strings and cell line genomic features, predict the synergy score measuring deviation from expected non-interaction effect. (1) Drug 1: CC=C1C(=O)NC(C(=O)OC2CC(=O)NC(C(=O)NC(CSSCCC=C2)C(=O)N1)C(C)C)C(C)C. Drug 2: CN(CC1=CN=C2C(=N1)C(=NC(=N2)N)N)C3=CC=C(C=C3)C(=O)NC(CCC(=O)O)C(=O)O. Cell line: UACC62. Synergy scores: CSS=31.7, Synergy_ZIP=-4.22, Synergy_Bliss=-6.20, Synergy_Loewe=-5.38, Synergy_HSA=-3.05. (2) Drug 1: C1CCN(CC1)CCOC2=CC=C(C=C2)C(=O)C3=C(SC4=C3C=CC(=C4)O)C5=CC=C(C=C5)O. Drug 2: C1CCC(C(C1)N)N.C(=O)(C(=O)[O-])[O-].[Pt+4]. Cell line: UACC62. Synergy scores: CSS=9.90, Synergy_ZIP=-2.34, Synergy_Bliss=-0.101, Synergy_Loewe=-7.46, Synergy_HSA=-0.528. (3) Drug 1: CCC1=CC2CC(C3=C(CN(C2)C1)C4=CC=CC=C4N3)(C5=C(C=C6C(=C5)C78CCN9C7C(C=CC9)(C(C(C8N6C)(C(=O)OC)O)OC(=O)C)CC)OC)C(=O)OC.C(C(C(=O)O)O)(C(=O)O)O. Drug 2: C1C(C(OC1N2C=NC(=NC2=O)N)CO)O. Cell line: HOP-62. Synergy scores: CSS=24.0, Synergy_ZIP=0.772, Synergy_Bliss=5.21, Synergy_Loewe=-2.58, Synergy_HSA=5.27. (4) Drug 2: CCC1=C2CN3C(=CC4=C(C3=O)COC(=O)C4(CC)O)C2=NC5=C1C=C(C=C5)O. Cell line: SW-620. Drug 1: CC(CN1CC(=O)NC(=O)C1)N2CC(=O)NC(=O)C2. Synergy scores: CSS=42.9, Synergy_ZIP=-9.67, Synergy_Bliss=-7.29, Synergy_Loewe=-4.58, Synergy_HSA=-2.22. (5) Drug 1: C1CC(=O)NC(=O)C1N2CC3=C(C2=O)C=CC=C3N. Drug 2: CC1C(C(CC(O1)OC2CC(CC3=C2C(=C4C(=C3O)C(=O)C5=C(C4=O)C(=CC=C5)OC)O)(C(=O)C)O)N)O.Cl. Cell line: LOX IMVI. Synergy scores: CSS=20.0, Synergy_ZIP=1.79, Synergy_Bliss=1.27, Synergy_Loewe=4.30, Synergy_HSA=4.57. (6) Drug 1: CC1=C(C=C(C=C1)C(=O)NC2=CC(=CC(=C2)C(F)(F)F)N3C=C(N=C3)C)NC4=NC=CC(=N4)C5=CN=CC=C5. Drug 2: CC1C(C(CC(O1)OC2CC(CC3=C2C(=C4C(=C3O)C(=O)C5=CC=CC=C5C4=O)O)(C(=O)C)O)N)O. Cell line: NCIH23. Synergy scores: CSS=38.0, Synergy_ZIP=1.49, Synergy_Bliss=0.274, Synergy_Loewe=-30.7, Synergy_HSA=0.485.